This data is from CYP3A4 inhibition data for predicting drug metabolism from PubChem BioAssay. The task is: Regression/Classification. Given a drug SMILES string, predict its absorption, distribution, metabolism, or excretion properties. Task type varies by dataset: regression for continuous measurements (e.g., permeability, clearance, half-life) or binary classification for categorical outcomes (e.g., BBB penetration, CYP inhibition). Dataset: cyp3a4_veith. (1) The compound is CCCCCCCCCCCCCCCC(=O)C(F)(F)F. The result is 0 (non-inhibitor). (2) The molecule is NC(=O)CNC(=O)[C@@H]1CC2(CC(c3ccc(Cl)cc3)=NO2)CN1C(=O)c1ccccc1. The result is 0 (non-inhibitor).